Task: Predict the reaction yield, written as a fraction of the theoretical maximum amount of product (1.0 means a 100% yield; for example, 0.34 means a 34% yield).. Dataset: Reaction yield outcomes from USPTO patents with 853,638 reactions (1) The yield is 0.840. The catalyst is C1(C)C=CC=CC=1.C([O-])(=O)C.[Pd+2].C([O-])(=O)C. The product is [NH2:35][C:30]1[CH:31]=[CH:32][CH:33]=[CH:34][C:29]=1[NH:36][C:2]1[N:10]=[C:9]2[C:5]([N:6]=[C:7]([CH2:12][N:13]3[CH2:18][CH2:17][CH:16]([C:19]([OH:22])([CH3:21])[CH3:20])[CH2:15][CH2:14]3)[N:8]2[CH3:11])=[C:4]([N:23]2[CH2:28][CH2:27][O:26][CH2:25][CH2:24]2)[N:3]=1. The reactants are Cl[C:2]1[N:10]=[C:9]2[C:5]([N:6]=[C:7]([CH2:12][N:13]3[CH2:18][CH2:17][CH:16]([C:19]([OH:22])([CH3:21])[CH3:20])[CH2:15][CH2:14]3)[N:8]2[CH3:11])=[C:4]([N:23]2[CH2:28][CH2:27][O:26][CH2:25][CH2:24]2)[N:3]=1.[C:29]1([NH2:36])[C:30]([NH2:35])=[CH:31][CH:32]=[CH:33][CH:34]=1.CC(C)([O-])C.[Na+]. (2) The reactants are CS(O[CH:6]([C:24]1[CH:29]=[CH:28][C:27]([N+:30]([O-:32])=[O:31])=[CH:26][CH:25]=1)[CH2:7][CH2:8][CH:9](OS(C)(=O)=O)[C:10]1[CH:15]=[CH:14][C:13]([N+:16]([O-:18])=[O:17])=[CH:12][CH:11]=1)(=O)=O.[Br:33][C:34]1[CH:40]=[CH:39][C:37]([NH2:38])=[CH:36][CH:35]=1. The catalyst is CN(C=O)C. The product is [Br:33][C:34]1[CH:40]=[CH:39][C:37]([N:38]2[CH:9]([C:10]3[CH:15]=[CH:14][C:13]([N+:16]([O-:18])=[O:17])=[CH:12][CH:11]=3)[CH2:8][CH2:7][CH:6]2[C:24]2[CH:29]=[CH:28][C:27]([N+:30]([O-:32])=[O:31])=[CH:26][CH:25]=2)=[CH:36][CH:35]=1. The yield is 0.110. (3) The reactants are [CH3:1][Si:2]([C:5]#[CH:6])([CH3:4])[CH3:3].Br[C:8]1[C:9]([NH2:15])=[N:10][CH:11]=[C:12]([Br:14])[N:13]=1.C(N(CC)CC)C. The catalyst is CN(C=O)C.CCOC(C)=O.O.[Cu]I.C1C=CC([P]([Pd]([P](C2C=CC=CC=2)(C2C=CC=CC=2)C2C=CC=CC=2)([P](C2C=CC=CC=2)(C2C=CC=CC=2)C2C=CC=CC=2)[P](C2C=CC=CC=2)(C2C=CC=CC=2)C2C=CC=CC=2)(C2C=CC=CC=2)C2C=CC=CC=2)=CC=1. The product is [Br:14][C:12]1[N:13]=[C:8]([C:6]#[C:5][Si:2]([CH3:4])([CH3:3])[CH3:1])[C:9]([NH2:15])=[N:10][CH:11]=1. The yield is 0.750. (4) The reactants are [CH2:1]([C@:3]12[CH2:27][CH2:26][C@@:25]([C:29]([F:32])([F:31])[F:30])([OH:28])[CH2:24][C@H:4]1[CH2:5][CH2:6][CH2:7][C:8]1[C:9]2=[CH:10][C:11]2[CH:12]=[N:13][N:14]([C:17]3[CH:22]=[CH:21][C:20]([F:23])=[CH:19][CH:18]=3)[C:15]=2[CH:16]=1)[CH3:2].C1C(=O)N(Br)C(=O)C1.CC(N=NC(C#N)(C)C)(C#N)C. The catalyst is C(Cl)(Cl)(Cl)Cl.C(Cl)Cl. The product is [CH2:1]([C@:3]12[CH2:27][CH2:26][C@@:25]([C:29]([F:32])([F:31])[F:30])([OH:28])[CH2:24][C@H:4]1[CH2:5][CH:6]=[CH:7][C:8]1[C:9]2=[CH:10][C:11]2[CH:12]=[N:13][N:14]([C:17]3[CH:18]=[CH:19][C:20]([F:23])=[CH:21][CH:22]=3)[C:15]=2[CH:16]=1)[CH3:2]. The yield is 0.160. (5) The reactants are [CH3:1][O:2][C:3]1[CH:4]=[C:5]2[C:10](=[CH:11][CH:12]=1)[C:9]([C:13](=[O:29])[C:14]1[CH:19]=[CH:18][C:17]([O:20][CH2:21][CH2:22][N:23]3[CH2:28][CH2:27][CH2:26][CH2:25][CH2:24]3)=[CH:16][CH:15]=1)=[C:8](OS(C(F)(F)F)(=O)=O)[CH:7]=[CH:6]2.[CH3:38][S:39][C:40]1[CH:45]=[C:44]([F:46])[CH:43]=[CH:42][C:41]=1B(O)O.[F-].[Cs+].C1(P(C2CCCCC2)C2CCCCC2)CCCCC1. The catalyst is C([O-])(=O)C.[Pd+2].C([O-])(=O)C. The product is [F:46][C:44]1[CH:43]=[CH:42][C:41]([C:8]2[CH:7]=[CH:6][C:5]3[C:10](=[CH:11][CH:12]=[C:3]([O:2][CH3:1])[CH:4]=3)[C:9]=2[C:13]([C:14]2[CH:19]=[CH:18][C:17]([O:20][CH2:21][CH2:22][N:23]3[CH2:28][CH2:27][CH2:26][CH2:25][CH2:24]3)=[CH:16][CH:15]=2)=[O:29])=[C:40]([S:39][CH3:38])[CH:45]=1. The yield is 0.830.